This data is from Reaction yield outcomes from USPTO patents with 853,638 reactions. The task is: Predict the reaction yield, written as a fraction of the theoretical maximum amount of product (1.0 means a 100% yield; for example, 0.34 means a 34% yield). (1) The reactants are O.NN.C[O:5][C:6](=[O:15])[C:7]([C:9]1[S:10][CH:11]=[CH:12][C:13]=1[CH3:14])=O.[OH-].[K+].Cl. The catalyst is C(O)COCCO.O. The product is [CH3:14][C:13]1[CH:12]=[CH:11][S:10][C:9]=1[CH2:7][C:6]([OH:15])=[O:5]. The yield is 0.660. (2) The reactants are C([O:8][C:9]1[CH:10]=[CH:11][C:12]([C:16]2[CH2:25][CH2:24][C:19]3([O:23][CH2:22][CH2:21][O:20]3)[CH2:18][CH:17]=2)=[C:13]([OH:15])[CH:14]=1)C1C=CC=CC=1.O1CCCC1.C(O)C. The catalyst is ClCCl.[Pd]. The product is [O:20]1[C:19]2([CH2:24][CH2:25][CH:16]([C:12]3[CH:11]=[CH:10][C:9]([OH:8])=[CH:14][C:13]=3[OH:15])[CH2:17][CH2:18]2)[O:23][CH2:22][CH2:21]1. The yield is 0.950.